This data is from Full USPTO retrosynthesis dataset with 1.9M reactions from patents (1976-2016). The task is: Predict the reactants needed to synthesize the given product. (1) Given the product [CH3:1][C:2]12[CH2:3][C:4]3([O:20][CH2:21][CH2:22][OH:23])[CH2:10][C:8]([CH3:11])([CH2:7][C:6]([CH2:13][N:14]4[C:18]([CH3:19])=[C:17]([I:24])[CH:16]=[N:15]4)([CH2:5]3)[CH2:12]1)[CH2:9]2, predict the reactants needed to synthesize it. The reactants are: [CH3:1][C:2]12[CH2:12][C:6]3([CH2:13][N:14]4[C:18]([CH3:19])=[CH:17][CH:16]=[N:15]4)[CH2:7][C:8]([CH3:11])([CH2:10][C:4]([O:20][CH2:21][CH2:22][OH:23])([CH2:5]3)[CH2:3]1)[CH2:9]2.[I:24]N1C(=O)CCC1=O. (2) Given the product [CH3:8][C@@H:9]1[CH2:13][CH2:12][CH2:11][N:10]1[CH2:14][CH2:15][C:16]1[CH:17]=[CH:18][C:19]([C:22]2[CH:27]=[CH:26][C:25]([CH2:28][CH2:29][C:30]([NH:32][CH2:33][C:34]([OH:36])=[O:35])=[O:31])=[CH:24][CH:23]=2)=[CH:20][CH:21]=1, predict the reactants needed to synthesize it. The reactants are: FC(F)(F)C(O)=O.[CH3:8][C@@H:9]1[CH2:13][CH2:12][CH2:11][N:10]1[CH2:14][CH2:15][C:16]1[CH:21]=[CH:20][C:19]([C:22]2[CH:27]=[CH:26][C:25]([CH2:28][CH2:29][C:30]([NH:32][CH2:33][C:34]([O:36]C)=[O:35])=[O:31])=[CH:24][CH:23]=2)=[CH:18][CH:17]=1.[OH-].[Na+].Cl. (3) The reactants are: NC1C=C(OC(F)(F)F)C=CC=1O.[CH3:14][O:15][C:16]1[CH:17]=[C:18]([OH:26])[C:19]([N+:23]([O-])=O)=[C:20]([OH:22])[CH:21]=1. Given the product [NH2:23][C:19]1[C:18]([OH:26])=[CH:17][C:16]([O:15][CH3:14])=[CH:21][C:20]=1[OH:22], predict the reactants needed to synthesize it. (4) Given the product [NH2:14][C:15]1[CH:20]=[C:19]([C:21]#[C:22][C:23]2[CH:24]=[C:25]([CH:26]=[CH:27][CH:28]=2)[C:29]#[N:30])[CH:18]=[N:17][CH:16]=1, predict the reactants needed to synthesize it. The reactants are: FC(F)(F)C(O)=O.C(OC(=O)[NH:14][C:15]1[CH:16]=[N:17][CH:18]=[C:19]([C:21]#[C:22][C:23]2[CH:28]=[CH:27][CH:26]=[C:25]([C:29]#[N:30])[CH:24]=2)[CH:20]=1)(C)(C)C.C(=O)([O-])[O-].[K+].[K+].O. (5) The reactants are: [CH2:1]([O:3][CH2:4][CH2:5][O:6][CH2:7][C:8]1[C:16]2[C:11](=[CH:12][N:13]=[C:14]([C:17](O)=[O:18])[CH:15]=2)[N:10]([CH2:20][C:21]2[CH:26]=[CH:25][C:24]([F:27])=[CH:23][CH:22]=2)[CH:9]=1)[CH3:2].ClC1N=C(OC)N=C(OC)N=1.CN1CCOCC1.Cl.[CH3:47][O:48][NH2:49]. Given the product [CH2:1]([O:3][CH2:4][CH2:5][O:6][CH2:7][C:8]1[C:16]2[C:11](=[CH:12][N:13]=[C:14]([C:17]([NH:49][O:48][CH3:47])=[O:18])[CH:15]=2)[N:10]([CH2:20][C:21]2[CH:22]=[CH:23][C:24]([F:27])=[CH:25][CH:26]=2)[CH:9]=1)[CH3:2], predict the reactants needed to synthesize it. (6) Given the product [C:1]([C:5]1[NH:9][C:8]([N+:10]([O-:12])=[O:11])=[C:7]([C:13]([N:28]2[CH2:27][CH2:26][NH:25][C:24](=[O:29])[C:23]2([CH3:30])[CH3:22])=[O:15])[CH:6]=1)([CH3:2])([CH3:3])[CH3:4], predict the reactants needed to synthesize it. The reactants are: [C:1]([C:5]1[NH:9][C:8]([N+:10]([O-:12])=[O:11])=[C:7]([C:13]([OH:15])=O)[CH:6]=1)([CH3:4])([CH3:3])[CH3:2].P(Cl)(Cl)(Cl)(Cl)Cl.[CH3:22][C:23]1([CH3:30])[NH:28][CH2:27][CH2:26][NH:25][C:24]1=[O:29].C(NCC)C.C([O-])(O)=O.[Na+].